This data is from Reaction yield outcomes from USPTO patents with 853,638 reactions. The task is: Predict the reaction yield, written as a fraction of the theoretical maximum amount of product (1.0 means a 100% yield; for example, 0.34 means a 34% yield). (1) The reactants are Br[C:2]1[CH:24]=[CH:23][C:5]2[C:6]3[N:7]([CH:11]=[C:12]([C:14]4[N:18]([CH:19]([CH3:21])[CH3:20])[N:17]=[C:16]([NH2:22])[N:15]=4)[N:13]=3)[CH2:8][CH2:9][O:10][C:4]=2[CH:3]=1.[Cl:25][C:26]1[CH:31]=[CH:30][C:29](B(O)O)=[CH:28][CH:27]=1.C([O-])([O-])=O.[Cs+].[Cs+].O1CCOCC1. The catalyst is C1C=CC(P(C2C=CC=CC=2)[C-]2C=CC=C2)=CC=1.C1C=CC(P(C2C=CC=CC=2)[C-]2C=CC=C2)=CC=1.Cl[Pd]Cl.[Fe+2].O. The product is [Cl:25][C:26]1[CH:31]=[CH:30][C:29]([C:2]2[CH:24]=[CH:23][C:5]3[C:6]4[N:7]([CH:11]=[C:12]([C:14]5[N:18]([CH:19]([CH3:21])[CH3:20])[N:17]=[C:16]([NH2:22])[N:15]=5)[N:13]=4)[CH2:8][CH2:9][O:10][C:4]=3[CH:3]=2)=[CH:28][CH:27]=1. The yield is 0.170. (2) The reactants are [H-].[H-].[H-].[H-].[Li+].[Al+3].[Cl:7][C:8]1[CH:9]=[C:10]2[C:14](=[CH:15][CH:16]=1)[N:13]([CH2:17][CH2:18][CH2:19][S:20]([CH3:23])(=[O:22])=[O:21])[C:12]([C:24](OCC)=[O:25])=[CH:11]2. The catalyst is C1COCC1. The product is [Cl:7][C:8]1[CH:9]=[C:10]2[C:14](=[CH:15][CH:16]=1)[N:13]([CH2:17][CH2:18][CH2:19][S:20]([CH3:23])(=[O:22])=[O:21])[C:12]([CH2:24][OH:25])=[CH:11]2. The yield is 0.433. (3) The reactants are [CH2:1]([O:5][C:6]1[C:15]2[C:10](=[CH:11][CH:12]=[C:13]([C:16]([NH2:18])=[O:17])[CH:14]=2)[C:9](=[O:19])[N:8]([CH2:20][CH:21]2[CH2:23][CH2:22]2)[C:7]=1[CH2:24][NH:25]C(OC(C)(C)C)=O)[CH2:2][CH2:3][CH3:4].[ClH:33]. The catalyst is C(OCC)(=O)C. The product is [ClH:33].[NH2:25][CH2:24][C:7]1[N:8]([CH2:20][CH:21]2[CH2:22][CH2:23]2)[C:9](=[O:19])[C:10]2[C:15]([C:6]=1[O:5][CH2:1][CH2:2][CH2:3][CH3:4])=[CH:14][C:13]([C:16]([NH2:18])=[O:17])=[CH:12][CH:11]=2. The yield is 0.913. (4) The reactants are C[O:2][C:3](=[O:33])[CH2:4][CH2:5][C:6]1[CH:11]=[CH:10][C:9]([O:12][C:13]2[CH:18]=[CH:17][C:16]([CH:19]([NH:25][C:26]([O:28][C:29]([CH3:32])([CH3:31])[CH3:30])=[O:27])[C:20](=[O:24])[N:21]([CH3:23])[CH3:22])=[CH:15][CH:14]=2)=[CH:8][CH:7]=1.[OH-].[Li+]. The catalyst is C1COCC1.O. The product is [C:29]([O:28][C:26]([NH:25][CH:19]([C:20](=[O:24])[N:21]([CH3:23])[CH3:22])[C:16]1[CH:17]=[CH:18][C:13]([O:12][C:9]2[CH:10]=[CH:11][C:6]([CH2:5][CH2:4][C:3]([OH:33])=[O:2])=[CH:7][CH:8]=2)=[CH:14][CH:15]=1)=[O:27])([CH3:31])([CH3:30])[CH3:32]. The yield is 0.970. (5) The reactants are [OH:1][N:2]1[C:6](=[O:7])[C:5]2=[CH:8][CH:9]=[CH:10][CH:11]=[C:4]2[C:3]1=[O:12].[F:13][CH:14]([F:17])[CH2:15]O. No catalyst specified. The product is [F:13][CH:14]([F:17])[CH2:15][O:1][N:2]1[C:3](=[O:12])[C:4]2[C:5](=[CH:8][CH:9]=[CH:10][CH:11]=2)[C:6]1=[O:7]. The yield is 0.520. (6) The reactants are C([N:14]1[CH2:17][CH:16]([OH:18])[CH2:15]1)(C1C=CC=CC=1)C1C=CC=CC=1.[C:19]([OH:25])([C:21]([F:24])([F:23])[F:22])=[O:20]. The catalyst is CO.[OH-].[Pd+2].[OH-]. The product is [F:22][C:21]([F:24])([F:23])[C:19]([OH:25])=[O:20].[OH:18][CH:16]1[CH2:17][NH:14][CH2:15]1. The yield is 0.990.